From a dataset of Forward reaction prediction with 1.9M reactions from USPTO patents (1976-2016). Predict the product of the given reaction. Given the reactants CNCCNC.[Cl:7][C:8]1[C:12]([NH:13][C:14](=[O:16])[CH3:15])=[CH:11][NH:10][N:9]=1.C(=O)([O-])[O-].[K+].[K+].Br[C:24]1[CH:25]=[N:26][CH:27]=[CH:28][CH:29]=1, predict the reaction product. The product is: [Cl:7][C:8]1[C:12]([NH:13][C:14](=[O:16])[CH3:15])=[CH:11][N:10]([C:24]2[CH:25]=[N:26][CH:27]=[CH:28][CH:29]=2)[N:9]=1.